From a dataset of Forward reaction prediction with 1.9M reactions from USPTO patents (1976-2016). Predict the product of the given reaction. (1) Given the reactants [H-].[Na+].[CH2:3]([O:10][CH2:11][C@H:12]1[CH2:17][CH2:16][C@H:15]2[C@H:18]3[C@H:28]([CH2:29][CH2:30][C@:13]12[CH3:14])[C@:26]1([CH3:27])[C@H:21]([CH2:22][C@@H:23]([O:31][CH2:32][O:33][CH3:34])[CH2:24][CH2:25]1)[C@H:20]([OH:35])[CH2:19]3)[C:4]1[CH:9]=[CH:8][CH:7]=[CH:6][CH:5]=1.[CH3:36]I, predict the reaction product. The product is: [CH2:3]([O:10][CH2:11][C@H:12]1[CH2:17][CH2:16][C@H:15]2[C@H:18]3[C@H:28]([CH2:29][CH2:30][C@:13]12[CH3:14])[C@:26]1([CH3:27])[C@H:21]([CH2:22][C@@H:23]([O:31][CH2:32][O:33][CH3:34])[CH2:24][CH2:25]1)[C@H:20]([O:35][CH3:36])[CH2:19]3)[C:4]1[CH:9]=[CH:8][CH:7]=[CH:6][CH:5]=1. (2) Given the reactants [F:1][C:2]1[CH:7]=[CH:6][C:5]([C:8]2[CH:13]=[CH:12][N:11]=[CH:10][C:9]=2[N:14]([CH3:30])[C:15]([C:17]2[CH:18]=[C:19](B(O)O)[CH:20]=[C:21]([C:23]([F:26])([F:25])[F:24])[CH:22]=2)=[O:16])=[C:4]([O:31][CH3:32])[CH:3]=1.I[CH:34]1[CH2:37][O:36][CH2:35]1.Cl.N[C@@H]1CCCC[C@H]1O.C[Si](C)(C)N[Si](C)(C)C.[Na].[NH4+].[Cl-], predict the reaction product. The product is: [F:1][C:2]1[CH:7]=[CH:6][C:5]([C:8]2[CH:13]=[CH:12][N:11]=[CH:10][C:9]=2[N:14]([CH3:30])[C:15](=[O:16])[C:17]2[CH:22]=[C:21]([C:23]([F:26])([F:25])[F:24])[CH:20]=[C:19]([CH:34]3[CH2:37][O:36][CH2:35]3)[CH:18]=2)=[C:4]([O:31][CH3:32])[CH:3]=1. (3) The product is: [F:1][C:2]1[CH:3]=[CH:4][C:5]2[O:45][C:8]([NH:10][C@H:11]3[CH2:15][CH2:14][CH2:13][C@@H:12]3[NH:16][C:17](=[O:28])[C:18]3[C:23]([O:24][CH3:25])=[CH:22][CH:21]=[CH:20][C:19]=3[O:26][CH3:27])=[N:7][C:6]=2[CH:29]=1. Given the reactants [F:1][C:2]1[CH:3]=[CH:4][C:5]2S[C:8]([NH:10][C@H:11]3[CH2:15][CH2:14][CH2:13][C@@H:12]3[NH:16][C:17](=[O:28])[C:18]3[C:23]([O:24][CH3:25])=[CH:22][CH:21]=[CH:20][C:19]=3[O:26][CH3:27])=[N:7][C:6]=2[CH:29]=1.Cl.N[C@H]1CCC[C@@H]1NC(=O)C1C([O:45]C)=CC=CC=1OC.ClC1OC2C=CC(F)=CC=2N=1, predict the reaction product. (4) Given the reactants [ClH:1].[NH2:2][C@@H:3]1[CH2:5][C@H:4]1[C:6]1[CH:11]=[CH:10][C:9]([NH:12][C:13](=[O:20])[C:14]2[CH:19]=[CH:18][CH:17]=[CH:16][CH:15]=2)=[C:8]([CH3:21])[CH:7]=1.C(=O)([O-])O.[Na+].[CH:27]1([CH:30]=O)[CH2:29][CH2:28]1.[BH4-].[Na+], predict the reaction product. The product is: [ClH:1].[CH:27]1([CH2:30][NH:2][C@@H:3]2[CH2:5][C@H:4]2[C:6]2[CH:11]=[CH:10][C:9]([NH:12][C:13](=[O:20])[C:14]3[CH:19]=[CH:18][CH:17]=[CH:16][CH:15]=3)=[C:8]([CH3:21])[CH:7]=2)[CH2:29][CH2:28]1. (5) The product is: [NH2:8][C@:3]1([C:2]([F:1])([F:16])[F:17])[CH2:7][CH2:6][N:5]([C:28]2[C:47]([C:48]3[NH:52][N:51]=[CH:50][CH:49]=3)=[CH:46][C:31]([C:32]([NH:34][C:35]3[CH:36]=[CH:37][C:38]([O:41][C:42]([F:44])([F:43])[F:45])=[CH:39][CH:40]=3)=[O:33])=[CH:30][N:29]=2)[CH2:4]1. Given the reactants [F:1][C:2]([F:17])([F:16])[C@@:3]1([NH:8]C(=O)OC(C)(C)C)[CH2:7][CH2:6][NH:5][CH2:4]1.CCN(C(C)C)C(C)C.Cl[C:28]1[C:47]([C:48]2[N:52](C3CCCCO3)[N:51]=[CH:50][CH:49]=2)=[CH:46][C:31]([C:32]([NH:34][C:35]2[CH:40]=[CH:39][C:38]([O:41][C:42]([F:45])([F:44])[F:43])=[CH:37][CH:36]=2)=[O:33])=[CH:30][N:29]=1.C(O)(=O)CC(CC(O)=O)(C(O)=O)O.C(O)(C(F)(F)F)=O, predict the reaction product. (6) Given the reactants [CH2:1]([C:5]1[C:6](=[O:17])[C:7]([CH2:15]Cl)=[C:8]([CH3:14])[C:9](=O)[C:10]=1[O:11][CH3:12])[CH2:2][CH2:3][CH3:4].[CH:18]#CC.C[Al](C)C.[Li]CCCC.O=[N+]([O-])[O-].[O-][N+](=O)[O-].[O-][N+](=O)[O-].[O-][N+](=O)[O-].[O-][N+](=O)[O-].[O-][N+](=O)[O-].[Ce+4].[NH4+].[NH4+].CC#N.[OH2:60], predict the reaction product. The product is: [CH2:1]([C:5]1[C:6]([O:17][CH3:18])=[C:7]([C:8]([CH3:14])=[CH:9][C:10]=1[O:11][CH3:12])[CH:15]=[O:60])[CH2:2][CH2:3][CH3:4]. (7) Given the reactants [NH2:1][C@@H:2]1[CH2:8][CH2:7][C@@H:6]2[NH:9][C@@:3]1([C:10]1[CH:15]=[CH:14][CH:13]=[CH:12][CH:11]=1)[CH2:4][CH2:5]2.[Cl:16][C:17]1[CH:24]=[CH:23][C:22]([O:25][C:26]([F:29])([F:28])[F:27])=[CH:21][C:18]=1[CH:19]=O.C(O[BH-](OC(=O)C)OC(=O)C)(=O)C.[Na+].C([BH3-])#N.[Na+].C(=O)([O-])O.[Na+], predict the reaction product. The product is: [ClH:16].[ClH:16].[Cl:16][C:17]1[CH:24]=[CH:23][C:22]([O:25][C:26]([F:27])([F:28])[F:29])=[CH:21][C:18]=1[CH2:19][NH:1][C@@H:2]1[CH2:8][CH2:7][C@@H:6]2[NH:9][C@@:3]1([C:10]1[CH:15]=[CH:14][CH:13]=[CH:12][CH:11]=1)[CH2:4][CH2:5]2. (8) Given the reactants [CH3:1][O:2][C:3](=[O:11])[C:4]1[CH:9]=[CH:8][CH:7]=[C:6]([SH:10])[CH:5]=1.Cl[C:13]1[CH:18]=[CH:17][C:16]([N+:19]([O-:21])=[O:20])=[CH:15][CH:14]=1.C[O-].[Na+].C(OCC)(=O)C, predict the reaction product. The product is: [CH3:1][O:2][C:3](=[O:11])[C:4]1[CH:9]=[CH:8][CH:7]=[C:6]([S:10][C:13]2[CH:18]=[CH:17][C:16]([N+:19]([O-:21])=[O:20])=[CH:15][CH:14]=2)[CH:5]=1. (9) Given the reactants [Cl:1][C:2]1[CH:3]=[C:4]2[C:8](=[CH:9][CH:10]=1)[C@@H:7]([N:11]1C(=O)C3C(=CC=CC=3)C1=O)[C@@H:6]([O:22][CH3:23])[CH2:5]2.C(O)C.NN, predict the reaction product. The product is: [Cl:1][C:2]1[CH:3]=[C:4]2[C:8](=[CH:9][CH:10]=1)[C@@H:7]([NH2:11])[C@@H:6]([O:22][CH3:23])[CH2:5]2. (10) Given the reactants [OH:1][C:2]([CH3:35])([CH3:34])[CH2:3][C@@:4]1([C:28]2[CH:33]=[CH:32][CH:31]=[CH:30][CH:29]=2)[O:9][C:8](=[O:10])[N:7]([C@H:11]([C:13]2[CH:18]=[CH:17][C:16](B3OC(C)(C)C(C)(C)O3)=[CH:15][CH:14]=2)[CH3:12])[CH2:6][CH2:5]1.[CH3:36][NH:37][C:38]([C:40]1([C:43]2[CH:48]=[CH:47][C:46](Br)=[CH:45][N:44]=2)[CH2:42][CH2:41]1)=[O:39], predict the reaction product. The product is: [CH3:36][NH:37][C:38]([C:40]1([C:43]2[CH:48]=[CH:47][C:46]([C:16]3[CH:15]=[CH:14][C:13]([C@@H:11]([N:7]4[CH2:6][CH2:5][C@:4]([CH2:3][C:2]([OH:1])([CH3:34])[CH3:35])([C:28]5[CH:33]=[CH:32][CH:31]=[CH:30][CH:29]=5)[O:9][C:8]4=[O:10])[CH3:12])=[CH:18][CH:17]=3)=[CH:45][N:44]=2)[CH2:42][CH2:41]1)=[O:39].